From a dataset of Forward reaction prediction with 1.9M reactions from USPTO patents (1976-2016). Predict the product of the given reaction. (1) Given the reactants [Cl:1][C:2]1[CH:3]=[C:4]2[C:9](=[CH:10][CH:11]=1)[CH:8]=[C:7]([S:12]([N:15]([CH2:27][C:28]([O:30][CH3:31])=[O:29])[C@H:16]1[CH2:20][CH2:19][N:18]([C@@H:21]([CH3:25])[C:22]([OH:24])=O)[C:17]1=[O:26])(=[O:14])=[O:13])[CH:6]=[CH:5]2.Cl.CN(C)CCCN=C=NCC.[CH:44]1[CH:45]=[CH:46]C2N(O)N=[N:50][C:48]=2[CH:49]=1.N1CCCCC1, predict the reaction product. The product is: [Cl:1][C:2]1[CH:3]=[C:4]2[C:9](=[CH:10][CH:11]=1)[CH:8]=[C:7]([S:12]([N:15]([C@H:16]1[CH2:20][CH2:19][N:18]([C@@H:21]([CH3:25])[C:22](=[O:24])[N:50]3[CH2:46][CH2:45][CH2:44][CH2:49][CH2:48]3)[C:17]1=[O:26])[CH2:27][C:28]([O:30][CH3:31])=[O:29])(=[O:14])=[O:13])[CH:6]=[CH:5]2. (2) Given the reactants [C:1]([C:3](=[C:7](SC)SC)[C:4]([NH2:6])=[O:5])#[N:2].[CH3:12][C:13]1[N:14]=[CH:15][N:16]([C:18]2[CH:23]=[CH:22][C:21]([NH2:24])=[CH:20][CH:19]=2)[CH:17]=1.O.[NH2:26][NH2:27], predict the reaction product. The product is: [NH2:2][C:1]1[NH:27][N:26]=[C:7]([NH:24][C:21]2[CH:22]=[CH:23][C:18]([N:16]3[CH:17]=[C:13]([CH3:12])[N:14]=[CH:15]3)=[CH:19][CH:20]=2)[C:3]=1[C:4]([NH2:6])=[O:5]. (3) Given the reactants C(OC([C:6]1[N:7]=[C:8]([NH2:11])[O:9][CH:10]=1)=O)C.[OH2:12].[OH-].[Li+].C1[CH2:19][O:18]CC1, predict the reaction product. The product is: [NH2:11][C:8]1[O:9][C:10]([C:19]([OH:18])=[O:12])=[CH:6][N:7]=1. (4) Given the reactants [NH2:1][C:2]1[CH:3]=[N:4][C:5]2[C:10]([CH:11]=1)=[CH:9][C:8]([O:12][CH3:13])=[C:7]([O:14][CH3:15])[CH:6]=2.[CH3:16][C:17]([CH3:22])([CH2:20]O)[CH:18]=[O:19], predict the reaction product. The product is: [CH3:13][O:12][C:8]1[CH:9]=[C:10]2[C:5](=[CH:6][C:7]=1[O:14][CH3:15])[N:4]=[CH:3][C:2]([NH:1][CH2:16][C:17]([CH3:22])([CH3:20])[CH2:18][OH:19])=[CH:11]2. (5) Given the reactants [CH:1]([CH:3]1[CH2:8][CH2:7][N:6]([C:9]([O:11][C:12]([CH3:15])([CH3:14])[CH3:13])=[O:10])[CH2:5][CH2:4]1)=[O:2].[CH3:16]C([O-])(C)C.[K+].CI, predict the reaction product. The product is: [CH:1]([C:3]1([CH3:16])[CH2:8][CH2:7][N:6]([C:9]([O:11][C:12]([CH3:15])([CH3:14])[CH3:13])=[O:10])[CH2:5][CH2:4]1)=[O:2]. (6) Given the reactants Br[C:2]1[CH:7]=[N:6][CH:5]=[C:4]2[S:8][C:9]([C:11]([NH2:13])=[O:12])=[CH:10][C:3]=12.[F:14][C:15]1[CH:16]=[CH:17][C:18]2[O:22][C:21]([NH:23][C:24]3[CH:29]=[CH:28][C:27](B4OC(C)(C)C(C)(C)O4)=[CH:26][C:25]=3[F:39])=[N:20][C:19]=2[CH:40]=1.F[B-](F)(F)F.C([PH+](C(C)(C)C)C(C)(C)C)(C)(C)C.C(=O)([O-])[O-].[Na+].[Na+], predict the reaction product. The product is: [F:39][C:25]1[CH:26]=[C:27]([C:2]2[CH:7]=[N:6][CH:5]=[C:4]3[S:8][C:9]([C:11]([NH2:13])=[O:12])=[CH:10][C:3]=23)[CH:28]=[CH:29][C:24]=1[NH:23][C:21]1[O:22][C:18]2[CH:17]=[CH:16][C:15]([F:14])=[CH:40][C:19]=2[N:20]=1. (7) Given the reactants C(=O)([O-])[O-].[K+].[K+].Br[CH:8]([C@H:25]1[CH2:30][CH2:29][C@H:28]([N:31]2[C:39](=[O:40])[C:38]3[C:33](=[CH:34][CH:35]=[CH:36][CH:37]=3)[C:32]2=[O:41])[CH2:27][CH2:26]1)[C:9]([NH:11][C:12]1[CH:13]=[N:14][C:15]2[C:20]([C:21]=1[OH:22])=[N:19][C:18]([O:23][CH3:24])=[CH:17][CH:16]=2)=[O:10].ClCCl.CO, predict the reaction product. The product is: [CH3:24][O:23][C:18]1[N:19]=[C:20]2[C:15](=[CH:16][CH:17]=1)[N:14]=[CH:13][C:12]1[NH:11][C:9](=[O:10])[CH:8]([C@H:25]3[CH2:30][CH2:29][C@H:28]([N:31]4[C:32](=[O:41])[C:33]5[C:38](=[CH:37][CH:36]=[CH:35][CH:34]=5)[C:39]4=[O:40])[CH2:27][CH2:26]3)[O:22][C:21]2=1.